Dataset: Forward reaction prediction with 1.9M reactions from USPTO patents (1976-2016). Task: Predict the product of the given reaction. (1) Given the reactants [Si:1]([O:18][C@@H:19]1[CH2:35][C:34]2[C@@:22]([CH3:41])([CH:23]3[CH:31]([CH2:32][CH:33]=2)[CH:30]2[C@@:26]([CH3:40])([C@@H:27]([C:36](=O)[CH2:37][OH:38])[CH2:28][CH2:29]2)[CH2:25][CH2:24]3)[CH2:21][CH2:20]1)([C:14]([CH3:17])([CH3:16])[CH3:15])([C:8]1[CH:13]=[CH:12][CH:11]=[CH:10][CH:9]=1)[C:2]1[CH:7]=[CH:6][CH:5]=[CH:4][CH:3]=1.C(N(CC)CC)C.C1(P(=[C:68]=[C:69]=[O:70])(C2C=CC=CC=2)C2C=CC=CC=2)C=CC=CC=1, predict the reaction product. The product is: [Si:1]([O:18][C@@H:19]1[CH2:20][C:21]2[C@@:22]([CH3:41])([CH:23]3[CH:31]([CH2:32][CH:33]=2)[CH:30]2[C@@:26]([CH3:40])([C@@H:27]([C:36]4[CH2:37][O:38][C:69](=[O:70])[CH:68]=4)[CH2:28][CH2:29]2)[CH2:25][CH2:24]3)[CH2:34][CH2:35]1)([C:14]([CH3:15])([CH3:16])[CH3:17])([C:8]1[CH:13]=[CH:12][CH:11]=[CH:10][CH:9]=1)[C:2]1[CH:7]=[CH:6][CH:5]=[CH:4][CH:3]=1. (2) The product is: [Cl:1][C:2]1[CH:27]=[CH:26][CH:25]=[CH:24][C:3]=1[CH2:4][C:5]1[S:9][C:8](=[N:10][C:11]([C:13]2([C:16]3[CH:17]=[CH:18][C:19]([O:22][CH3:23])=[CH:20][CH:21]=3)[CH2:15][CH2:14]2)=[O:12])[N:7]([CH2:30][CH2:31][N:32]([CH2:35][CH3:36])[CH2:33][CH3:34])[CH:6]=1. Given the reactants [Cl:1][C:2]1[CH:27]=[CH:26][CH:25]=[CH:24][C:3]=1[CH2:4][C:5]1[S:9][C:8]([NH:10][C:11]([C:13]2([C:16]3[CH:21]=[CH:20][C:19]([O:22][CH3:23])=[CH:18][CH:17]=3)[CH2:15][CH2:14]2)=[O:12])=[N:7][CH:6]=1.Br.Br[CH2:30][CH2:31][N:32]([CH2:35][CH3:36])[CH2:33][CH3:34].[H-].[Na+], predict the reaction product. (3) Given the reactants [NH2:1][C:2]1[CH:27]=[CH:26][C:5]([O:6][C:7]2[CH:12]=[CH:11][N:10]=[C:9]([NH:13][C:14]([N:16]3[CH2:21][CH2:20][CH:19]([N:22]4[CH2:25][CH2:24][CH2:23]4)[CH2:18][CH2:17]3)=[O:15])[CH:8]=2)=[CH:4][CH:3]=1.[F:28][C:29]1[CH:34]=[CH:33][C:32]([CH2:35][C:36]([N:38]=[C:39]=[O:40])=[O:37])=[CH:31][CH:30]=1, predict the reaction product. The product is: [N:22]1([CH:19]2[CH2:18][CH2:17][N:16]([C:14]([NH:13][C:9]3[CH:8]=[C:7]([O:6][C:5]4[CH:4]=[CH:3][C:2]([NH:1][C:39]([NH:38][C:36](=[O:37])[CH2:35][C:32]5[CH:33]=[CH:34][C:29]([F:28])=[CH:30][CH:31]=5)=[O:40])=[CH:27][CH:26]=4)[CH:12]=[CH:11][N:10]=3)=[O:15])[CH2:21][CH2:20]2)[CH2:25][CH2:24][CH2:23]1. (4) Given the reactants [O:1]1[CH:5]=[CH:4][CH:3]=[C:2]1[C:6]1[N:11]=[C:10]([NH2:12])[C:9]([N+:13]([O-:15])=[O:14])=[CH:8][CH:7]=1.[Br:16]N1C(=O)CCC1=O, predict the reaction product. The product is: [Br:16][C:7]1[CH:8]=[C:9]([N+:13]([O-:15])=[O:14])[C:10]([NH2:12])=[N:11][C:6]=1[C:2]1[O:1][CH:5]=[CH:4][CH:3]=1. (5) Given the reactants [CH:1]1([C:4]([NH:6][C:7]2[CH:12]=[CH:11][CH:10]=[C:9]([C:13]3[C:21]4[C:16](=[CH:17][CH:18]=[C:19]([C:22]5[N:26]=[CH:25][N:24](C(C6C=CC=CC=6)(C6C=CC=CC=6)C6C=CC=CC=6)[N:23]=5)[CH:20]=4)[N:15](C4CCCCO4)[N:14]=3)[CH:8]=2)=[O:5])[CH2:3][CH2:2]1.C([O-])(O)=O.[Na+], predict the reaction product. The product is: [NH:24]1[CH:25]=[N:26][C:22]([C:19]2[CH:20]=[C:21]3[C:16](=[CH:17][CH:18]=2)[NH:15][N:14]=[C:13]3[C:9]2[CH:8]=[C:7]([NH:6][C:4]([CH:1]3[CH2:2][CH2:3]3)=[O:5])[CH:12]=[CH:11][CH:10]=2)=[N:23]1. (6) Given the reactants C(=O)([O-])[O-].[Li+].[Li+].[Cl-].[Li+].[Cl:9][C:10]1(Cl)[CH2:15][CH2:14][CH2:13][N:12]([C:16]2[CH:21]=[CH:20][C:19]([I:22])=[CH:18][CH:17]=2)[C:11]1=[O:23].CN(C)C=O, predict the reaction product. The product is: [Cl:9][C:10]1[C:11](=[O:23])[N:12]([C:16]2[CH:21]=[CH:20][C:19]([I:22])=[CH:18][CH:17]=2)[CH2:13][CH2:14][CH:15]=1. (7) Given the reactants [NH2:1][C:2]1[CH:3]=[N:4][N:5]([C:7]2[N:15]=[C:14]3[C:10]([N:11]=[CH:12][N:13]3[C@@H:16]3[CH2:20][C@H:19]([NH:21][C:22](=[O:25])[CH2:23]O)[C@@H:18]([OH:26])[C@H:17]3[OH:27])=[C:9]([NH:28][CH2:29][CH:30]([C:37]3[CH:42]=[CH:41][CH:40]=[CH:39][CH:38]=3)[C:31]3[CH:36]=[CH:35][CH:34]=[CH:33][CH:32]=3)[N:8]=2)[CH:6]=1.Cl[C:44]1N=C2C(N=CN2[C@@H]2C[C@H](NC(=O)CC)[C@@H](O)[C@H]2O)=C(NCC(C2C=CC=CC=2)C2C=CC=CC=2)N=1.ClC1N=C2C(N=CN2[C@@H]2C[C@H](NC(COC(=O)C)=O)[C@@H](O)[C@H]2O)=C(NCC(C2C=CC=CC=2)C2C=CC=CC=2)N=1, predict the reaction product. The product is: [NH2:1][C:2]1[CH:3]=[N:4][N:5]([C:7]2[N:15]=[C:14]3[C:10]([N:11]=[CH:12][N:13]3[C@@H:16]3[CH2:20][C@H:19]([NH:21][C:22](=[O:25])[CH2:23][CH3:44])[C@@H:18]([OH:26])[C@H:17]3[OH:27])=[C:9]([NH:28][CH2:29][CH:30]([C:37]3[CH:42]=[CH:41][CH:40]=[CH:39][CH:38]=3)[C:31]3[CH:32]=[CH:33][CH:34]=[CH:35][CH:36]=3)[N:8]=2)[CH:6]=1.